This data is from Full USPTO retrosynthesis dataset with 1.9M reactions from patents (1976-2016). The task is: Predict the reactants needed to synthesize the given product. Given the product [CH3:3][N:4]([CH2:24][C:23]#[CH:22])[C:5](=[O:21])[C:6]1[CH:11]=[CH:10][CH:9]=[C:8]([C:12]2[C:17]([Cl:18])=[CH:16][CH:15]=[C:14]([Cl:19])[C:13]=2[Cl:20])[CH:7]=1, predict the reactants needed to synthesize it. The reactants are: [H-].[Na+].[CH3:3][NH:4][C:5](=[O:21])[C:6]1[CH:11]=[CH:10][CH:9]=[C:8]([C:12]2[C:17]([Cl:18])=[CH:16][CH:15]=[C:14]([Cl:19])[C:13]=2[Cl:20])[CH:7]=1.[CH2:22](Br)[C:23]#[CH:24].O.